Predict the product of the given reaction. From a dataset of Forward reaction prediction with 1.9M reactions from USPTO patents (1976-2016). (1) Given the reactants [Cl:1][C:2]1[CH:9]=[C:8]([Cl:10])[CH:7]=[CH:6][C:3]=1[CH2:4][NH2:5].C(N(C(C)C)CC)(C)C.[CH3:20][O:21][C:22](=[O:31])[C:23]1[CH:28]=[CH:27][CH:26]=[C:25]([CH2:29]Br)[CH:24]=1, predict the reaction product. The product is: [CH3:20][O:21][C:22](=[O:31])[C:23]1[CH:28]=[CH:27][CH:26]=[C:25]([CH2:29][NH:5][CH2:4][C:3]2[CH:6]=[CH:7][C:8]([Cl:10])=[CH:9][C:2]=2[Cl:1])[CH:24]=1. (2) Given the reactants [CH2:1]([O:3][C:4](=[O:18])[CH2:5][CH:6]1[O:10][B:9]([OH:11])[C:8]2[CH:12]=[C:13]([OH:17])[CH:14]=[C:15]([CH3:16])[C:7]1=2)[CH3:2].[H-].[Na+].Br[C:22]1[N:23]=[CH:24][C:25]([C:28]#[N:29])=[N:26][CH:27]=1, predict the reaction product. The product is: [CH2:1]([O:3][C:4](=[O:18])[CH2:5][CH:6]1[O:10][B:9]([OH:11])[C:8]2[CH:12]=[C:13]([O:17][C:22]3[CH:27]=[N:26][C:25]([C:28]#[N:29])=[CH:24][N:23]=3)[CH:14]=[C:15]([CH3:16])[C:7]1=2)[CH3:2]. (3) The product is: [F:1][C:2]1[CH:7]=[C:6]([F:8])[CH:5]=[C:4]([O:9][CH3:10])[C:3]=1[N+:11]([O-:13])=[O:12]. Given the reactants [F:1][C:2]1[CH:3]=[C:4]([O:9][CH3:10])[CH:5]=[C:6]([F:8])[CH:7]=1.[N+:11]([O-])([OH:13])=[O:12].O.C(OCC)(=O)C, predict the reaction product. (4) The product is: [Si:25]([O:24][CH:9]1[CH2:10][CH2:11][C:12]2[C:17]([O:18][CH3:19])=[C:16]([O:20][CH3:21])[C:15]([O:22][CH3:23])=[CH:14][C:13]=2[C:7]([C:54]2[CH:55]=[CH:56][C:57]([O:58][CH3:59])=[C:52]([CH:53]=2)[O:51][Si:44]([C:47]([CH3:48])([CH3:49])[CH3:50])([CH3:45])[CH3:46])=[CH:8]1)([C:38]([CH3:39])([CH3:41])[CH3:40])([C:32]1[CH:33]=[CH:34][CH:35]=[CH:36][CH:37]=1)[C:26]1[CH:27]=[CH:28][CH:29]=[CH:30][CH:31]=1. Given the reactants FC(F)(F)S(O[C:7]1=[CH:8][CH:9]([O:24][Si:25]([C:38]([CH3:41])([CH3:40])[CH3:39])([C:32]2[CH:37]=[CH:36][CH:35]=[CH:34][CH:33]=2)[C:26]2[CH:31]=[CH:30][CH:29]=[CH:28][CH:27]=2)[CH2:10][CH2:11][C:12]2[C:17]([O:18][CH3:19])=[C:16]([O:20][CH3:21])[C:15]([O:22][CH3:23])=[CH:14][C:13]1=2)(=O)=O.[Si:44]([O:51][C:52]1[CH:53]=[C:54](B(O)O)[CH:55]=[CH:56][C:57]=1[O:58][CH3:59])([C:47]([CH3:50])([CH3:49])[CH3:48])([CH3:46])[CH3:45].C([O-])([O-])=O.[K+].[K+], predict the reaction product. (5) Given the reactants [OH:1][C:2]1[N:7]=[CH:6][C:5]([C:8](=O)[CH2:9][CH3:10])=[CH:4][CH:3]=1.[Cl:12][CH2:13][CH2:14][O:15][C:16]1[CH:21]=[CH:20][C:19]([C:22]([C:24]2[CH:29]=[CH:28][C:27]([OH:30])=[CH:26][CH:25]=2)=O)=[CH:18][CH:17]=1, predict the reaction product. The product is: [Cl:12][CH2:13][CH2:14][O:15][C:16]1[CH:21]=[CH:20][C:19](/[C:22](/[C:24]2[CH:29]=[CH:28][C:27]([OH:30])=[CH:26][CH:25]=2)=[C:8](\[C:5]2[CH:4]=[CH:3][C:2]([OH:1])=[N:7][CH:6]=2)/[CH2:9][CH3:10])=[CH:18][CH:17]=1. (6) Given the reactants [C:1]([O:5][C:6]([NH:8][CH2:9][C:10]1[N:11]([CH2:31][CH:32]([CH3:34])[CH3:33])[C:12](=[O:30])[C:13]2[C:18]([C:19]=1[C:20]1[CH:25]=[CH:24][C:23]([Cl:26])=[CH:22][CH:21]=1)=[CH:17][C:16]([C:27](O)=[O:28])=[CH:15][CH:14]=2)=[O:7])([CH3:4])([CH3:3])[CH3:2].Cl.C([N:38]=C=NCCCN(C)C)C.[NH4+].ON1C2C=CC=CC=2N=N1.O, predict the reaction product. The product is: [C:1]([O:5][C:6]([NH:8][CH2:9][C:10]1[N:11]([CH2:31][CH:32]([CH3:34])[CH3:33])[C:12](=[O:30])[C:13]2[C:18]([C:19]=1[C:20]1[CH:21]=[CH:22][C:23]([Cl:26])=[CH:24][CH:25]=1)=[CH:17][C:16]([C:27]([NH2:38])=[O:28])=[CH:15][CH:14]=2)=[O:7])([CH3:4])([CH3:3])[CH3:2]. (7) Given the reactants Cl.Cl.[C:3]1([C@@H:9]2[CH2:14][N:13]([CH2:15][C:16]3[CH:21]=[CH:20][CH:19]=[CH:18][CH:17]=3)[CH2:12][CH2:11][N:10]2CC=C)[CH:8]=[CH:7][CH:6]=[CH:5][CH:4]=1.C.[OH-].[Na+].C1(C)C=CC=CC=1, predict the reaction product. The product is: [C:3]1([C@H:9]2[NH:10][CH2:11][CH2:12][N:13]([CH2:15][C:16]3[CH:17]=[CH:18][CH:19]=[CH:20][CH:21]=3)[CH2:14]2)[CH:8]=[CH:7][CH:6]=[CH:5][CH:4]=1. (8) Given the reactants [Cl:1][C:2]1[CH:3]=[C:4]([CH:8]=[CH:9][C:10]=1[B:11]([OH:13])[OH:12])[C:5]([OH:7])=[O:6].[CH3:14]N(C)C=O.C(OCC)C.C[Si](N=[N+]=[N-])(C)C.CCCCCC, predict the reaction product. The product is: [Cl:1][C:2]1[CH:3]=[C:4]([C:5]([O:7][CH3:14])=[O:6])[CH:8]=[CH:9][C:10]=1[B:11]([OH:13])[OH:12]. (9) Given the reactants [CH3:1][C:2]1[CH2:21][S:20][C@@H:5]2[C@H:6]([NH:9][C:10]([C@H:12]([NH2:19])[C:13]3[CH:14]=[CH:15][CH:16]=[CH:17][CH:18]=3)=[O:11])[C:7](=[O:8])[N:4]2[C:3]=1[C:22]([OH:24])=[O:23].N, predict the reaction product. The product is: [CH3:1][C:2]1[CH2:21][S:20][C@@H:5]2[C@H:6]([NH:9][C:10]([C@H:12]([NH2:19])[C:13]3[CH:14]=[CH:15][CH:16]=[CH:17][CH:18]=3)=[O:11])[C:7](=[O:8])[N:4]2[C:3]=1[C:22]([OH:24])=[O:23].[OH2:8]. (10) Given the reactants [CH3:1][O:2][C:3]1[CH:26]=[CH:25][C:6]2[N:7]([CH2:16][C:17]3[CH:22]=[CH:21][C:20]([O:23][CH3:24])=[CH:19][CH:18]=3)[C:8](=[O:15])[C:9]3[CH2:10][CH2:11][CH2:12][NH:13][C:14]=3[C:5]=2[CH:4]=1.[H-].[Na+].I[CH3:30], predict the reaction product. The product is: [CH3:1][O:2][C:3]1[CH:26]=[CH:25][C:6]2[N:7]([CH2:16][C:17]3[CH:22]=[CH:21][C:20]([O:23][CH3:24])=[CH:19][CH:18]=3)[C:8](=[O:15])[C:9]3[CH2:10][CH2:11][CH2:12][N:13]([CH3:30])[C:14]=3[C:5]=2[CH:4]=1.